This data is from Tox21: 12 toxicity assays (nuclear receptors and stress response pathways). The task is: Binary classification across 12 toxicity assays. (1) The compound is O=C(CCl)NCO. It tested positive (active) for: SR-ARE (Antioxidant Response Element (oxidative stress)). (2) The compound is O=C(Nc1cccc(C(F)(F)F)c1)c1cc(Br)cc(Br)c1O. It tested positive (active) for: SR-HSE (Heat Shock Element response), SR-MMP (Mitochondrial Membrane Potential disruption), and SR-p53 (p53 tumor suppressor activation). (3) The drug is Cl[C@H]1[C@H](Cl)[C@@H](Cl)[C@H](Cl)[C@H](Cl)[C@H]1Cl. It tested positive (active) for: SR-MMP (Mitochondrial Membrane Potential disruption).